This data is from Peptide-MHC class II binding affinity with 134,281 pairs from IEDB. The task is: Regression. Given a peptide amino acid sequence and an MHC pseudo amino acid sequence, predict their binding affinity value. This is MHC class II binding data. (1) The peptide sequence is KDKWIELKESWGAIWRIDTP. The MHC is DRB3_0101 with pseudo-sequence DRB3_0101. The binding affinity (normalized) is 0.776. (2) The peptide sequence is FQEFMIVPSGAPSFT. The MHC is DRB1_0701 with pseudo-sequence DRB1_0701. The binding affinity (normalized) is 0.793.